From a dataset of Catalyst prediction with 721,799 reactions and 888 catalyst types from USPTO. Predict which catalyst facilitates the given reaction. (1) Reactant: [Cl:1][C:2]1[CH:7]=[CH:6][N:5]2[N:8]=[CH:9][C:10]([C:11](Cl)=[O:12])=[C:4]2[N:3]=1.[CH3:14][C:15]1[CH:20]=[CH:19][C:18]([CH3:21])=[CH:17][C:16]=1[C:22]1[C:26]([NH2:27])=[CH:25][NH:24][N:23]=1.C(N(CC)CC)C. Product: [Cl:1][C:2]1[CH:7]=[CH:6][N:5]2[N:8]=[CH:9][C:10]([C:11]([NH:27][C:26]3[C:22]([C:16]4[CH:17]=[C:18]([CH3:21])[CH:19]=[CH:20][C:15]=4[CH3:14])=[N:23][NH:24][CH:25]=3)=[O:12])=[C:4]2[N:3]=1. The catalyst class is: 4. (2) Reactant: [CH3:1][O:2][C:3](=[O:34])[C@@H:4]([NH:15][CH2:16][CH2:17][N:18]([C:24]([O:26][CH2:27][C:28]1[CH:33]=[CH:32][CH:31]=[CH:30][CH:29]=1)=[O:25])[CH2:19][CH2:20][C:21](O)=[O:22])[CH2:5][CH2:6][O:7][CH2:8][C:9]1[CH:14]=[CH:13][CH:12]=[CH:11][CH:10]=1.Cl.C(N(CC)CC)C.Cl.CN(C)CCCN=C=NCC. Product: [CH2:27]([O:26][C:24]([N:18]1[CH2:19][CH2:20][C:21](=[O:22])[N:15]([C@H:4]([C:3]([O:2][CH3:1])=[O:34])[CH2:5][CH2:6][O:7][CH2:8][C:9]2[CH:10]=[CH:11][CH:12]=[CH:13][CH:14]=2)[CH2:16][CH2:17]1)=[O:25])[C:28]1[CH:33]=[CH:32][CH:31]=[CH:30][CH:29]=1. The catalyst class is: 4. (3) Reactant: [C:1]([O:5][CH3:6])(=[O:4])[C:2]#[CH:3].[CH3:7][O:8][C:9]1[CH:16]=[CH:15][C:12]([CH2:13][NH2:14])=[CH:11][CH:10]=1. Product: [CH3:7][O:8][C:9]1[CH:16]=[CH:15][C:12]([CH2:13][N:14]2[C:1](=[O:4])[CH2:2][CH2:3][C:2]([C:1]([O:5][CH3:6])=[O:4])=[CH:3]2)=[CH:11][CH:10]=1. The catalyst class is: 27.